From a dataset of Reaction yield outcomes from USPTO patents with 853,638 reactions. Predict the reaction yield, written as a fraction of the theoretical maximum amount of product (1.0 means a 100% yield; for example, 0.34 means a 34% yield). (1) The reactants are Cl[C:2]1[N:7]=[CH:6][C:5]([C:8]([NH:10][CH:11]2[CH2:16][CH2:15][C:14](=[CH:17][C:18]3[CH:23]=[CH:22][CH:21]=[C:20]([O:24][C:25]4[CH:30]=[CH:29][C:28]([C:31]([F:34])([F:33])[F:32])=[CH:27][N:26]=4)[CH:19]=3)[CH2:13][CH2:12]2)=[O:9])=[CH:4][CH:3]=1.[CH3:35][NH:36][CH3:37]. The catalyst is CN(C=O)C.CO. The product is [CH3:35][N:36]([CH3:37])[C:2]1[N:7]=[CH:6][C:5]([C:8]([NH:10][CH:11]2[CH2:16][CH2:15][C:14](=[CH:17][C:18]3[CH:23]=[CH:22][CH:21]=[C:20]([O:24][C:25]4[CH:30]=[CH:29][C:28]([C:31]([F:34])([F:33])[F:32])=[CH:27][N:26]=4)[CH:19]=3)[CH2:13][CH2:12]2)=[O:9])=[CH:4][CH:3]=1. The yield is 0.300. (2) The reactants are [OH:1][N:2]=[C:3](Cl)[C:4]1[C:8]([NH:9][CH2:10][CH2:11][O:12][CH3:13])=[N:7][O:6][N:5]=1.FC(F)(F)C(O)=O.[Cl:22][C:23]1[CH:24]=[C:25]([CH2:28][NH2:29])[O:26][CH:27]=1. No catalyst specified. The product is [Cl:22][C:23]1[CH:24]=[C:25]([CH2:28][NH:29][C:3]([C:4]2[C:8]([NH:9][CH2:10][CH2:11][O:12][CH3:13])=[N:7][O:6][N:5]=2)=[N:2][OH:1])[O:26][CH:27]=1. The yield is 1.00. (3) The product is [CH:19]1([C:7]2[C:6]([C:4]([OH:5])=[O:3])=[C:11]([CH3:12])[CH:10]=[C:9]([N:13]3[CH2:14][CH2:15][O:16][CH2:17][CH2:18]3)[N:8]=2)[CH2:21][CH2:20]1. The yield is 0.690. The catalyst is CO.O1CCCC1. The reactants are C([O:3][C:4]([C:6]1[C:7]([CH:19]2[CH2:21][CH2:20]2)=[N:8][C:9]([N:13]2[CH2:18][CH2:17][O:16][CH2:15][CH2:14]2)=[CH:10][C:11]=1[CH3:12])=[O:5])C.[OH-].[Na+]. (4) The reactants are [F:1][C:2]1([F:32])[CH2:7][CH2:6][N:5]([C:8]([C:10]2[NH:11][C:12]3[C:17]([CH:18]=2)=[CH:16][C:15]([C:19]([N:21]2[CH2:26][CH2:25][CH:24]([N:27]4[CH2:31][CH2:30][CH2:29][CH2:28]4)[CH2:23][CH2:22]2)=[O:20])=[CH:14][CH:13]=3)=[O:9])[CH2:4][CH2:3]1.[H-].[Na+].[CH:35]1([CH2:38]Br)[CH2:37][CH2:36]1. The catalyst is CN(C)C=O. The product is [CH:35]1([CH2:38][N:11]2[C:12]3[C:17](=[CH:16][C:15]([C:19]([N:21]4[CH2:22][CH2:23][CH:24]([N:27]5[CH2:31][CH2:30][CH2:29][CH2:28]5)[CH2:25][CH2:26]4)=[O:20])=[CH:14][CH:13]=3)[CH:18]=[C:10]2[C:8]([N:5]2[CH2:6][CH2:7][C:2]([F:1])([F:32])[CH2:3][CH2:4]2)=[O:9])[CH2:37][CH2:36]1. The yield is 0.530. (5) The reactants are [NH2:1][C:2]1[N:7]=[CH:6][N:5]=[C:4]2[N:8]([CH:12]3[CH2:17][CH2:16][N:15]([C:18]([O:20][C:21]([CH3:24])([CH3:23])[CH3:22])=[O:19])[CH2:14][CH2:13]3)[N:9]=[C:10](I)[C:3]=12.[CH3:25][O:26][C:27]1[CH:33]=[C:32](B2OC(C)(C)C(C)(C)O2)[CH:31]=[CH:30][C:28]=1[NH2:29].C(=O)([O-])[O-].[Na+].[Na+]. The catalyst is COCCOC.O.C1C=CC([P]([Pd]([P](C2C=CC=CC=2)(C2C=CC=CC=2)C2C=CC=CC=2)([P](C2C=CC=CC=2)(C2C=CC=CC=2)C2C=CC=CC=2)[P](C2C=CC=CC=2)(C2C=CC=CC=2)C2C=CC=CC=2)(C2C=CC=CC=2)C2C=CC=CC=2)=CC=1. The product is [NH2:1][C:2]1[N:7]=[CH:6][N:5]=[C:4]2[N:8]([CH:12]3[CH2:17][CH2:16][N:15]([C:18]([O:20][C:21]([CH3:24])([CH3:23])[CH3:22])=[O:19])[CH2:14][CH2:13]3)[N:9]=[C:10]([C:32]3[CH:31]=[CH:30][C:28]([NH2:29])=[C:27]([O:26][CH3:25])[CH:33]=3)[C:3]=12. The yield is 0.910. (6) The reactants are CC(C)(O[C:5]([NH:7][CH2:8][CH2:9][CH2:10][CH2:11][C@@H:12]([C:24]([N:26]1[CH2:31][CH2:30][N:29]([C:32]2[CH:37]=[CH:36][N:35]=[CH:34][CH:33]=2)[CH2:28][CH2:27]1)=[O:25])[NH:13][C:14]([O:16][CH2:17][C:18]1[CH:23]=[CH:22][CH:21]=[CH:20][CH:19]=1)=[O:15])=O)C.F[C:40](F)(F)C(O)=O. The catalyst is ClCCl. The product is [CH3:40][N:7]([CH3:5])[CH2:8][CH2:9][CH2:10][CH2:11][C@@H:12]([C:24]([N:26]1[CH2:27][CH2:28][N:29]([C:32]2[CH:37]=[CH:36][N:35]=[CH:34][CH:33]=2)[CH2:30][CH2:31]1)=[O:25])[NH:13][C:14]([O:16][CH2:17][C:18]1[CH:23]=[CH:22][CH:21]=[CH:20][CH:19]=1)=[O:15]. The yield is 0.970. (7) The reactants are [NH2:1][C:2]1[C:10]([Br:11])=[CH:9][CH:8]=[CH:7][C:3]=1[C:4]([OH:6])=O.[N:12]([C:15]1[CH:20]=[CH:19][CH:18]=[CH:17][N:16]=1)=[C:13]=[S:14]. The catalyst is CCO. The product is [Br:11][C:10]1[CH:9]=[CH:8][CH:7]=[C:3]2[C:2]=1[NH:1][C:13](=[S:14])[N:12]([C:15]1[CH:20]=[CH:19][CH:18]=[CH:17][N:16]=1)[C:4]2=[O:6]. The yield is 0.290. (8) The reactants are [CH:1]1([CH2:4]Br)[CH2:3][CH2:2]1.[CH2:6]([NH:13][C:14]([C:16]1[S:17][C:18]([N:22]2[CH:27]=[CH:26][C:25]([OH:28])=[CH:24][C:23]2=[O:29])=[CH:19][C:20]=1[CH3:21])=[O:15])[C:7]1[CH:12]=[CH:11][CH:10]=[CH:9][CH:8]=1. No catalyst specified. The product is [CH2:6]([NH:13][C:14]([C:16]1[S:17][C:18]([N:22]2[CH:27]=[CH:26][C:25]([O:28][CH2:4][CH:1]3[CH2:3][CH2:2]3)=[CH:24][C:23]2=[O:29])=[CH:19][C:20]=1[CH3:21])=[O:15])[C:7]1[CH:8]=[CH:9][CH:10]=[CH:11][CH:12]=1. The yield is 0.620. (9) The reactants are [N:1]1[CH:6]=[CH:5][CH:4]=[C:3]([C:7]2[CH:8]=[C:9](B(O)O)[CH:10]=[CH:11][CH:12]=2)[CH:2]=1.Br[C:17]1[CH:18]=[C:19]([C:29]2[N:34]=C(C3C=C(C4C=CC=CC=4)C=C(Br)C=3)[N:32]=[C:31]([C:48]3[CH:53]=[CH:52][CH:51]=[CH:50][CH:49]=3)[N:30]=2)[CH:20]=[C:21]([C:23]2[CH:28]=[CH:27][CH:26]=[CH:25][CH:24]=2)[CH:22]=1.[C:63](P([C:63]([CH3:66])([CH3:65])[CH3:64])[C:63]([CH3:66])([CH3:65])[CH3:64])([CH3:66])([CH3:65])[CH3:64].[OH-].[Na+].[C:69]1([CH3:75])[CH:74]=[CH:73][CH:72]=[CH:71][CH:70]=1. The catalyst is O1CCCC1.C([O-])(=O)C.[Pd+2].C([O-])(=O)C. The product is [C:69]1([C:75]2[N:32]=[C:31]([C:48]3[CH:53]=[C:52]([C:28]4[CH:27]=[CH:26][CH:25]=[CH:24][CH:23]=4)[CH:51]=[C:50]([C:11]4[CH:10]=[CH:9][CH:8]=[C:7]([C:3]5[CH:2]=[N:1][CH:6]=[CH:5][CH:4]=5)[CH:12]=4)[CH:49]=3)[N:30]=[C:29]([C:19]3[CH:20]=[C:21]([C:23]4[CH:28]=[CH:27][CH:26]=[CH:25][CH:24]=4)[CH:22]=[C:17]([C:21]4[CH:22]=[CH:17][CH:18]=[C:66]([C:63]5[CH:64]=[N:30][CH:29]=[CH:19][CH:65]=5)[CH:20]=4)[CH:18]=3)[N:34]=2)[CH:74]=[CH:73][CH:72]=[CH:71][CH:70]=1. The yield is 0.990. (10) The reactants are Cl[C:2]1[C:11]2[C:6](=[CH:7][CH:8]=[C:9]([O:12][CH2:13][CH2:14][O:15][CH3:16])[CH:10]=2)[N:5]=[CH:4][N:3]=1.[O:17]1[C:21]2[CH:22]=[CH:23][C:24]([O:26][C:27]3[CH:32]=[CH:31][C:30]([NH2:33])=[CH:29][C:28]=3[CH3:34])=[CH:25][C:20]=2[N:19]=[CH:18]1. The catalyst is C(O)(C)C.ClCCCl. The product is [O:17]1[C:21]2[CH:22]=[CH:23][C:24]([O:26][C:27]3[CH:32]=[CH:31][C:30]([NH:33][C:2]4[C:11]5[C:6](=[CH:7][CH:8]=[C:9]([O:12][CH2:13][CH2:14][O:15][CH3:16])[CH:10]=5)[N:5]=[CH:4][N:3]=4)=[CH:29][C:28]=3[CH3:34])=[CH:25][C:20]=2[N:19]=[CH:18]1. The yield is 0.270.